From a dataset of Reaction yield outcomes from USPTO patents with 853,638 reactions. Predict the reaction yield, written as a fraction of the theoretical maximum amount of product (1.0 means a 100% yield; for example, 0.34 means a 34% yield). (1) The reactants are Br[C:2]1[CH:3]=[C:4]2[C:10]([C:11]3[CH:21]=[CH:20][C:14]([CH2:15][NH:16][C:17](=[O:19])[CH3:18])=[CH:13][CH:12]=3)=[CH:9][N:8](S(C3C=CC(C)=CC=3)(=O)=O)[C:5]2=[N:6][CH:7]=1.[CH3:32][O:33][C:34]1[CH:35]=[C:36](B(O)O)[CH:37]=[C:38]([O:42][CH3:43])[C:39]=1[O:40][CH3:41].CCOC(C)=O. The catalyst is CC#N.Cl[Pd](Cl)([P](C1C=CC=CC=1)(C1C=CC=CC=1)C1C=CC=CC=1)[P](C1C=CC=CC=1)(C1C=CC=CC=1)C1C=CC=CC=1. The product is [CH3:43][O:42][C:38]1[CH:37]=[C:36]([C:2]2[CH:3]=[C:4]3[C:10]([C:11]4[CH:21]=[CH:20][C:14]([CH2:15][NH:16][C:17](=[O:19])[CH3:18])=[CH:13][CH:12]=4)=[CH:9][NH:8][C:5]3=[N:6][CH:7]=2)[CH:35]=[C:34]([O:33][CH3:32])[C:39]=1[O:40][CH3:41]. The yield is 0.530. (2) The reactants are [CH3:1][C@@H:2]([C@@H:14]1[C@@:18]2([CH3:43])[CH2:19][CH2:20][C@@H:21]3[C@@:26]4([CH3:41])[CH2:27][CH2:28][C@H:29]([NH:31][CH2:32][CH2:33][CH2:34][NH:35][CH2:36][CH2:37][CH2:38][CH2:39][NH2:40])[CH2:30][C@@H:25]4[CH2:24][C@@H:23]([OH:42])[C@H:22]3[C@@H:17]2[CH2:16][CH2:15]1)[CH2:3][CH2:4][C@@H:5]([O:9][S:10]([OH:13])(=[O:12])=[O:11])[CH:6]([CH3:8])[CH3:7].[C:44]([OH:49])(=[O:48])[C@H:45]([CH3:47])[OH:46].C(O)C. No catalyst specified. The product is [CH3:1][C@@H:2]([C@@H:14]1[C@@:18]2([CH3:43])[CH2:19][CH2:20][C@@H:21]3[C@@:26]4([CH3:41])[CH2:27][CH2:28][C@H:29]([NH:31][CH2:32][CH2:33][CH2:34][NH:35][CH2:36][CH2:37][CH2:38][CH2:39][NH2:40])[CH2:30][C@@H:25]4[CH2:24][C@@H:23]([OH:42])[C@H:22]3[C@@H:17]2[CH2:16][CH2:15]1)[CH2:3][CH2:4][C@@H:5]([O:9][S:10]([OH:13])(=[O:12])=[O:11])[CH:6]([CH3:7])[CH3:8].[CH3:47][C@H:45]([OH:46])[C:44]([OH:49])=[O:48].[CH3:47][C@H:45]([OH:46])[C:44]([OH:49])=[O:48]. The yield is 0.760. (3) The reactants are ClC(Cl)C(O)=O.N[C:8]1[N:9]([C:29]2[C:38]3[C:33](=[CH:34][CH:35]=[CH:36][CH:37]=3)[C:32]([CH:39]3[CH2:41][CH2:40]3)=[CH:31][CH:30]=2)[C:10]([S:13][CH2:14][C:15]([NH:17][C:18]2[CH:23]=[CH:22][C:21]([S:24](=[O:27])(=[O:26])[NH2:25])=[CH:20][C:19]=2[Cl:28])=[O:16])=[N:11][N:12]=1.N([O-])=O.[Na+].[Br:46]CBr. No catalyst specified. The product is [Br:46][C:8]1[N:9]([C:29]2[C:38]3[C:33](=[CH:34][CH:35]=[CH:36][CH:37]=3)[C:32]([CH:39]3[CH2:41][CH2:40]3)=[CH:31][CH:30]=2)[C:10]([S:13][CH2:14][C:15]([NH:17][C:18]2[CH:23]=[CH:22][C:21]([S:24](=[O:27])(=[O:26])[NH2:25])=[CH:20][C:19]=2[Cl:28])=[O:16])=[N:11][N:12]=1. The yield is 0.310.